From a dataset of Reaction yield outcomes from USPTO patents with 853,638 reactions. Predict the reaction yield, written as a fraction of the theoretical maximum amount of product (1.0 means a 100% yield; for example, 0.34 means a 34% yield). (1) The reactants are [Cl:1][C:2]1[CH:7]=[CH:6][CH:5]=[C:4]([Cl:8])[C:3]=1[C:9]1[CH:18]=[CH:17][C:16]2[C:11](=[CH:12][CH:13]=[C:14]([CH:19]=[C:20]([OH:25])[C:21]([O:23][CH3:24])=[O:22])[CH:15]=2)[N:10]=1.[BH4-].[Na+].C([O-])(O)=O.[Na+].[OH-].[Na+]. The catalyst is CO. The product is [Cl:1][C:2]1[CH:7]=[CH:6][CH:5]=[C:4]([Cl:8])[C:3]=1[C:9]1[CH:18]=[CH:17][C:16]2[C:11](=[CH:12][CH:13]=[C:14]([CH2:19][CH:20]([OH:25])[C:21]([O:23][CH3:24])=[O:22])[CH:15]=2)[N:10]=1. The yield is 0.650. (2) The reactants are [CH3:1][C:2]1[CH2:6][C:5]([CH3:7])=[C:4]([CH3:8])[C:3]=1[CH3:9].Cl[Si:11](CCCC)(C)[C:12]1[CH:17]=[CH:16][CH:15]=[CH:14][CH:13]=1.C(=O)([O-])O.[Na+].[C:28](=O)([O-])[O-].[Na+].[Na+].O1[CH2:38][CH2:37][CH2:36][CH2:35]1. The catalyst is C1(C)C=CC=CC=1. The product is [CH2:35]([CH2:9][C:3]1[C:2]([SiH2:11][C:12]2[CH:17]=[CH:16][CH:15]=[CH:14][CH:13]=2)([CH3:1])[C:6]([CH3:28])=[C:5]([CH3:7])[C:4]=1[CH3:8])[CH2:36][CH2:37][CH3:38]. The yield is 0.774.